From a dataset of Full USPTO retrosynthesis dataset with 1.9M reactions from patents (1976-2016). Predict the reactants needed to synthesize the given product. (1) Given the product [CH3:12][O:11][C:3]1[C:2]([CH3:1])=[C:7]([NH2:8])[CH:6]=[CH:5][CH:4]=1, predict the reactants needed to synthesize it. The reactants are: [CH3:1][C:2]1[C:7]([N+:8]([O-])=O)=[CH:6][CH:5]=[CH:4][C:3]=1[O:11][CH3:12].C(O)C. (2) The reactants are: Cl.[NH2:2][C:3]1[CH:8]=[CH:7][CH:6]=[CH:5][C:4]=1B(O)O.C(=O)([O-])[O-].[Na+].[Na+].C(O)CC.C([O:25][CH2:26][CH2:27][CH2:28][CH2:29][C:30]1[N:31]([CH2:38][CH3:39])[N:32]=[C:33]([C:36]#[N:37])[C:34]=1Br)(=O)C. Given the product [NH2:37][C:36]1[C:33]2=[N:32][N:31]([CH2:38][CH3:39])[C:30]([CH2:29][CH2:28][CH2:27][CH2:26][OH:25])=[C:34]2[C:4]2[CH:5]=[CH:6][CH:7]=[CH:8][C:3]=2[N:2]=1, predict the reactants needed to synthesize it. (3) Given the product [CH2:1]([O:8][CH2:9][CH2:10][CH2:11][S:12][C:13]1[N:14]=[CH:15][C:16]([CH:19]2[CH2:24][CH2:23][NH:22][CH2:21][CH:20]2[O:32][CH2:33][C:34]2[CH:43]=[CH:42][C:41]3[C:36](=[CH:37][CH:38]=[CH:39][CH:40]=3)[CH:35]=2)=[CH:17][N:18]=1)[C:2]1[CH:7]=[CH:6][CH:5]=[CH:4][CH:3]=1, predict the reactants needed to synthesize it. The reactants are: [CH2:1]([O:8][CH2:9][CH2:10][CH2:11][S:12][C:13]1[N:18]=[CH:17][C:16]([CH:19]2[CH2:24][CH2:23][N:22](C(OC(C)(C)C)=O)[CH2:21][CH:20]2[O:32][CH2:33][C:34]2[CH:43]=[CH:42][C:41]3[C:36](=[CH:37][CH:38]=[CH:39][CH:40]=3)[CH:35]=2)=[CH:15][N:14]=1)[C:2]1[CH:7]=[CH:6][CH:5]=[CH:4][CH:3]=1.